This data is from Full USPTO retrosynthesis dataset with 1.9M reactions from patents (1976-2016). The task is: Predict the reactants needed to synthesize the given product. (1) Given the product [CH3:10][NH:11][C:12](=[O:22])[C:13]1[CH:21]=[CH:20][CH:19]=[C:15]([C:16]([NH:44][CH2:45][C:46](=[O:47])[N:48]2[CH2:49][CH2:50][N:51]([C:54](=[O:65])[C:55]3[CH:60]=[CH:59][CH:58]=[CH:57][C:56]=3[C:61]([F:64])([F:62])[F:63])[CH2:52][CH2:53]2)=[O:17])[CH:14]=1, predict the reactants needed to synthesize it. The reactants are: CCN(C(C)C)C(C)C.[CH3:10][NH:11][C:12](=[O:22])[C:13]1[CH:14]=[C:15]([CH:19]=[CH:20][CH:21]=1)[C:16](O)=[O:17].CCN=C=NCCCN(C)C.C1C=CC2N(O)N=NC=2C=1.[NH2:44][CH2:45][C:46]([N:48]1[CH2:53][CH2:52][N:51]([C:54](=[O:65])[C:55]2[CH:60]=[CH:59][CH:58]=[CH:57][C:56]=2[C:61]([F:64])([F:63])[F:62])[CH2:50][CH2:49]1)=[O:47].Cl. (2) The reactants are: [F:1][C:2]1[CH:7]=[CH:6][CH:5]=[CH:4][C:3]=1[S:8]([NH:11][C:12]1[CH:17]=[CH:16][CH:15]=[CH:14][C:13]=1[CH:18]1[C:27]([CH3:29])([CH3:28])[CH2:26][C:25]2[C:20](=[CH:21][CH:22]=[C:23]([C:30]([O:32]C)=[O:31])[CH:24]=2)[NH:19]1)(=[O:10])=[O:9].[OH-].[Na+]. Given the product [F:1][C:2]1[CH:7]=[CH:6][CH:5]=[CH:4][C:3]=1[S:8]([NH:11][C:12]1[CH:17]=[CH:16][CH:15]=[CH:14][C:13]=1[CH:18]1[C:27]([CH3:28])([CH3:29])[CH2:26][C:25]2[C:20](=[CH:21][CH:22]=[C:23]([C:30]([OH:32])=[O:31])[CH:24]=2)[NH:19]1)(=[O:10])=[O:9], predict the reactants needed to synthesize it.